From a dataset of Choline transporter screen with 302,306 compounds. Binary Classification. Given a drug SMILES string, predict its activity (active/inactive) in a high-throughput screening assay against a specified biological target. (1) The molecule is OCc1[nH]c2c(n1)ccc(c2)C(O)=O. The result is 0 (inactive). (2) The molecule is S(CC(=O)Nc1cc2CCCc2cc1)c1[nH]c2c(n1)ccc(OC)c2. The result is 0 (inactive). (3) The compound is S(CC(=O)NC1CCCCC1)c1n(CC)c(=O)c2c(n1)cccc2. The result is 0 (inactive).